From a dataset of Reaction yield outcomes from USPTO patents with 853,638 reactions. Predict the reaction yield, written as a fraction of the theoretical maximum amount of product (1.0 means a 100% yield; for example, 0.34 means a 34% yield). (1) The reactants are [O:1]1[CH2:6][CH2:5][CH:4]([OH:7])[CH2:3][CH2:2]1.C1(S(O[CH2:18][CH2:19][O:20][C:21]2[CH:26]=[CH:25][C:24]([B:27]3[O:31][C:30]([CH3:33])([CH3:32])[C:29]([CH3:35])([CH3:34])[O:28]3)=[CH:23][CH:22]=2)(=O)=O)C=CC=CC=1. No catalyst specified. The product is [CH3:33][C:30]1([CH3:32])[C:29]([CH3:34])([CH3:35])[O:28][B:27]([C:24]2[CH:23]=[CH:22][C:21]([O:20][CH2:19][CH2:18][O:7][CH:4]3[CH2:5][CH2:6][O:1][CH2:2][CH2:3]3)=[CH:26][CH:25]=2)[O:31]1. The yield is 0.680. (2) The reactants are [CH2:1]([O:8][C:9](=[O:23])[NH:10][C:11]1[CH:16]=[CH:15][C:14]([C@H:17]2[CH2:21][CH2:20][C:19](=O)[CH2:18]2)=[CH:13][CH:12]=1)[C:2]1[CH:7]=[CH:6][CH:5]=[CH:4][CH:3]=1.[CH3:24][CH:25]1[CH2:29][CH2:28][CH2:27][NH:26]1.C(O)(=O)C.[BH-](OC(C)=O)(OC(C)=O)OC(C)=O.[Na+]. The catalyst is ClCCCl.C(Cl)Cl. The product is [CH2:1]([O:8][C:9](=[O:23])[NH:10][C:11]1[CH:16]=[CH:15][C:14]([C@H:17]2[CH2:21][CH2:20][CH:19]([N:26]3[CH2:27][CH2:28][CH2:29][CH:25]3[CH3:24])[CH2:18]2)=[CH:13][CH:12]=1)[C:2]1[CH:7]=[CH:6][CH:5]=[CH:4][CH:3]=1. The yield is 0.810. (3) The reactants are [Cl-].O[NH3+:3].[C:4](=[O:7])([O-])[OH:5].[Na+].CS(C)=O.[CH2:13]([C:17]1[N:21]([CH2:22][C:23]2[CH:28]=[CH:27][C:26]([C:29]3[C:30]([C:35]#[N:36])=[CH:31][CH:32]=[CH:33][CH:34]=3)=[CH:25][CH:24]=2)[C:20](=[O:37])[N:19]([CH2:38][C:39]([CH3:42])([CH3:41])[CH3:40])[N:18]=1)[CH2:14][CH2:15][CH3:16]. The catalyst is C(OCC)(=O)C. The product is [CH2:13]([C:17]1[N:21]([CH2:22][C:23]2[CH:28]=[CH:27][C:26]([C:29]3[CH:34]=[CH:33][CH:32]=[CH:31][C:30]=3[C:35]3[NH:3][C:4](=[O:7])[O:5][N:36]=3)=[CH:25][CH:24]=2)[C:20](=[O:37])[N:19]([CH2:38][C:39]([CH3:41])([CH3:40])[CH3:42])[N:18]=1)[CH2:14][CH2:15][CH3:16]. The yield is 0.720. (4) The catalyst is O1CCOCC1. The product is [ClH:33].[CH2:1]([NH:8][C:9]1[N:10]=[CH:11][NH:12][CH:13]=1)[C:2]1[CH:3]=[CH:4][CH:5]=[CH:6][CH:7]=1. The yield is 1.00. The reactants are [CH2:1]([NH:8][C:9]1[N:10]=[CH:11][N:12](C(C2C=CC=CC=2)(C2C=CC=CC=2)C2C=CC=CC=2)[CH:13]=1)[C:2]1[CH:7]=[CH:6][CH:5]=[CH:4][CH:3]=1.[ClH:33]. (5) The reactants are [CH3:1][N:2]([CH3:23])[C:3]([C:5]1[CH:6]=[C:7]([OH:22])[C:8]2[N:12]=[C:11]([CH3:13])[N:10](C(OC(C)(C)C)=O)[C:9]=2[CH:21]=1)=[O:4].[O:24]1[C:33]2[C:28](=[CH:29][CH:30]=[CH:31][CH:32]=2)[CH:27](O)[CH2:26][CH2:25]1. No catalyst specified. The product is [O:24]1[C:33]2[C:28](=[CH:29][CH:30]=[CH:31][CH:32]=2)[CH:27]([O:22][C:7]2[C:8]3[N:12]=[C:11]([CH3:13])[NH:10][C:9]=3[CH:21]=[C:5]([C:3]([N:2]([CH3:1])[CH3:23])=[O:4])[CH:6]=2)[CH2:26][CH2:25]1. The yield is 0.530.